From a dataset of NCI-60 drug combinations with 297,098 pairs across 59 cell lines. Regression. Given two drug SMILES strings and cell line genomic features, predict the synergy score measuring deviation from expected non-interaction effect. Drug 1: C1=NC2=C(N1)C(=S)N=C(N2)N. Drug 2: CCC1=C2CN3C(=CC4=C(C3=O)COC(=O)C4(CC)O)C2=NC5=C1C=C(C=C5)O. Cell line: EKVX. Synergy scores: CSS=23.2, Synergy_ZIP=-8.32, Synergy_Bliss=-7.15, Synergy_Loewe=-4.67, Synergy_HSA=-4.55.